From a dataset of Forward reaction prediction with 1.9M reactions from USPTO patents (1976-2016). Predict the product of the given reaction. (1) Given the reactants [OH-].[Na+].[Cl:3][C:4]1[CH:5]=[C:6]([C:14]2[O:18][N:17]=[C:16]([C:19]3[C:20]([O:34][CH3:35])=[C:21]([CH2:26][CH2:27][CH2:28][C:29]([O:31]CC)=[O:30])[CH:22]=[C:23]([F:25])[CH:24]=3)[N:15]=2)[CH:7]=[CH:8][C:9]=1[O:10][CH:11]([CH3:13])[CH3:12].Cl, predict the reaction product. The product is: [Cl:3][C:4]1[CH:5]=[C:6]([C:14]2[O:18][N:17]=[C:16]([C:19]3[C:20]([O:34][CH3:35])=[C:21]([CH2:26][CH2:27][CH2:28][C:29]([OH:31])=[O:30])[CH:22]=[C:23]([F:25])[CH:24]=3)[N:15]=2)[CH:7]=[CH:8][C:9]=1[O:10][CH:11]([CH3:13])[CH3:12]. (2) The product is: [CH3:1][C:2]1([CH3:28])[CH2:7][C:6]([CH3:9])([CH3:8])[CH2:5][CH:4]([C:10]2[CH:15]=[CH:14][CH:13]=[CH:12][C:11]=2[N:16]2[CH2:21][CH2:20][N:19]([CH2:22][C@@H:23]3[CH2:25][C@H:24]3[CH2:26][C:29]#[N:31])[CH2:18][CH2:17]2)[CH2:3]1. Given the reactants [CH3:1][C:2]1([CH3:28])[CH2:7][C:6]([CH3:9])([CH3:8])[CH2:5][CH:4]([C:10]2[CH:15]=[CH:14][CH:13]=[CH:12][C:11]=2[N:16]2[CH2:21][CH2:20][N:19]([CH2:22][C@@H:23]3[CH2:25][C@H:24]3[CH2:26]O)[CH2:18][CH2:17]2)[CH2:3]1.[CH2:29]([N:31](CC)CC)C.CS(Cl)(=O)=O.[Cl-].[NH4+].[C-]#N.[K+], predict the reaction product. (3) Given the reactants [CH3:1][O:2][C:3]1[CH:12]=[CH:11][C:6]2[C:7](=[O:10])[CH2:8][O:9][C:5]=2[C:4]=1/[CH:13]=[CH:14]\[CH2:15][N:16]1[CH2:21][CH2:20][N:19]([C:22]([O:24][C:25]([CH3:28])([CH3:27])[CH3:26])=[O:23])[CH2:18][CH2:17]1.[NH:29]1[C:37]2[C:32](=[CH:33][CH:34]=[CH:35][CH:36]=2)[C:31]([CH:38]=O)=[N:30]1.N1CCCCC1, predict the reaction product. The product is: [NH:29]1[C:37]2[C:32](=[CH:33][CH:34]=[CH:35][CH:36]=2)[C:31](/[CH:38]=[C:8]2\[O:9][C:5]3[C:4](/[CH:13]=[CH:14]\[CH2:15][N:16]4[CH2:17][CH2:18][N:19]([C:22]([O:24][C:25]([CH3:28])([CH3:27])[CH3:26])=[O:23])[CH2:20][CH2:21]4)=[C:3]([O:2][CH3:1])[CH:12]=[CH:11][C:6]=3[C:7]\2=[O:10])=[N:30]1. (4) Given the reactants [C:1]([C:11]1[CH:31]=[CH:30][C:14]([CH2:15][NH:16][C:17]2[CH:22]=[CH:21][C:20](/[CH:23]=[CH:24]/[C:25]([O:27][CH2:28][CH3:29])=[O:26])=[CH:19][CH:18]=2)=[CH:13][CH:12]=1)#[C:2][CH2:3][CH2:4][CH2:5][CH2:6][CH2:7][CH2:8][CH2:9][CH3:10].[C:32]1([CH2:38][CH2:39][C:40](Cl)=[O:41])[CH:37]=[CH:36][CH:35]=[CH:34][CH:33]=1, predict the reaction product. The product is: [C:1]([C:11]1[CH:31]=[CH:30][C:14]([CH2:15][N:16]([C:40](=[O:41])[CH2:39][CH2:38][C:32]2[CH:37]=[CH:36][CH:35]=[CH:34][CH:33]=2)[C:17]2[CH:18]=[CH:19][C:20](/[CH:23]=[CH:24]/[C:25]([O:27][CH2:28][CH3:29])=[O:26])=[CH:21][CH:22]=2)=[CH:13][CH:12]=1)#[C:2][CH2:3][CH2:4][CH2:5][CH2:6][CH2:7][CH2:8][CH2:9][CH3:10]. (5) Given the reactants [CH3:1][C:2]1[C@@H:19]([O:20][C:21]([C@H:23]([OH:40])[C@@H:24]([NH:31][C:32]([C:34]2[CH:35]=[CH:36][CH:37]=[CH:38][CH:39]=2)=[O:33])[C:25]2[CH:26]=[CH:27][CH:28]=[CH:29][CH:30]=2)=[O:22])[CH2:18][C@:14]2([OH:41])[C:15]([CH3:17])([CH3:16])[C:3]=1[C@@H:4]([O:59][C:60]([CH3:62])=[O:61])[C:5]([C@@:7]1([CH3:58])[C@H:12]([C@@H:13]2[O:42][C:43]([C:45]2[CH:46]=[CH:47][CH:48]=[CH:49][CH:50]=2)=[O:44])[C@:11]2([O:53][C:54]([CH3:56])=[O:55])[CH2:51][O:52][C@@H:10]2[CH2:9][C@@H:8]1[OH:57])=[O:6].[CH3:63][CH:64]([CH2:66][CH2:67][CH2:68][C@H:69]([C@@H:71]1[C@:89]2([CH3:90])[C@H:74]([C@H:75]3[C@H:86]([CH2:87][CH2:88]2)[C@:84]2([CH3:85])[C:78]([CH2:79][C@H:80]([CH2:82][CH2:83]2)[OH:81])=[CH:77][CH2:76]3)[CH2:73][CH2:72]1)[CH3:70])[CH3:65], predict the reaction product. The product is: [CH3:1][C:2]1[C@@H:19]([O:20][C:21]([C@H:23]([OH:40])[C@@H:24]([NH:31][C:32]([C:34]2[CH:39]=[CH:38][CH:37]=[CH:36][CH:35]=2)=[O:33])[C:25]2[CH:26]=[CH:27][CH:28]=[CH:29][CH:30]=2)=[O:22])[CH2:18][C@:14]2([OH:41])[C:15]([CH3:16])([CH3:17])[C:3]=1[C@@H:4]([O:59][C:60]([CH3:62])=[O:61])[C:5]([C@@:7]1([CH3:58])[C@H:12]([C@@H:13]2[O:42][C:43]([C:45]2[CH:50]=[CH:49][CH:48]=[CH:47][CH:46]=2)=[O:44])[C@:11]2([O:53][C:54]([CH3:56])=[O:55])[CH2:51][O:52][C@@H:10]2[CH2:9][C@@H:8]1[OH:57])=[O:6].[CH3:65][CH:64]([CH2:66][CH2:67][CH2:68][C@H:69]([C@@H:71]1[C@:89]2([CH3:90])[C@H:74]([C@H:75]3[C@H:86]([CH2:87][CH2:88]2)[C@:84]2([CH3:85])[C:78]([CH2:79][C@H:80]([CH2:82][CH2:83]2)[OH:81])=[CH:77][CH2:76]3)[CH2:73][CH2:72]1)[CH3:70])[CH3:63]. (6) Given the reactants [CH2:1]([O:3][C:4](=[O:25])[CH2:5][CH2:6][CH2:7][CH2:8][CH2:9][CH:10]([C:18]([O:20]C(C)(C)C)=[O:19])[C:11]([O:13]C(C)(C)C)=[O:12])[CH3:2].C(O)(C(F)(F)F)=O, predict the reaction product. The product is: [CH2:1]([O:3][C:4](=[O:25])[CH2:5][CH2:6][CH2:7][CH2:8][CH2:9][CH:10]([C:11]([OH:13])=[O:12])[C:18]([OH:20])=[O:19])[CH3:2].